From a dataset of Forward reaction prediction with 1.9M reactions from USPTO patents (1976-2016). Predict the product of the given reaction. (1) The product is: [C:21]([C:8]1([C:4]2[CH:5]=[CH:6][CH:7]=[C:2]([C:27]3[CH:26]=[N:25][N:24]([CH3:23])[CH:28]=3)[CH:3]=2)[CH2:13][CH2:12][N:11]([C:14]([O:16][C:17]([CH3:20])([CH3:19])[CH3:18])=[O:15])[CH2:10][CH2:9]1)#[N:22]. Given the reactants Br[C:2]1[CH:3]=[C:4]([C:8]2([C:21]#[N:22])[CH2:13][CH2:12][N:11]([C:14]([O:16][C:17]([CH3:20])([CH3:19])[CH3:18])=[O:15])[CH2:10][CH2:9]2)[CH:5]=[CH:6][CH:7]=1.[CH3:23][N:24]1[CH:28]=[C:27](B2OC(C)(C)C(C)(C)O2)[CH:26]=[N:25]1.P([O-])([O-])([O-])=O.[K+].[K+].[K+], predict the reaction product. (2) Given the reactants [F:1][C:2]1[CH:12]=[CH:11][C:10]([F:13])=[CH:9][C:3]=1[CH:4]=[CH:5][C:6](O)=[O:7].CCN=C=NCCC[N:22]([CH3:24])C.Cl.C(N(CC)CC)C.N[O:34][CH3:35].Cl, predict the reaction product. The product is: [F:1][C:2]1[CH:12]=[CH:11][C:10]([F:13])=[CH:9][C:3]=1[CH:4]=[CH:5][C:6]([N:22]([O:34][CH3:35])[CH3:24])=[O:7]. (3) Given the reactants Br[C:2]1[C:3]2[NH:7][C:6]([C:8]([C:32]3[CH:37]=[CH:36][CH:35]=[CH:34][CH:33]=3)=[C:9]3[N:31]=[C:12]([CH:13]=[C:14]4[NH:30][C:17](=[C:18]([C:24]5[CH:29]=[CH:28][CH:27]=[CH:26][CH:25]=5)[C:19]5[CH:20]=[CH:21][C:22]=1[N:23]=5)[CH:16]=[CH:15]4)[CH:11]=[CH:10]3)=[CH:5][CH:4]=2.[CH:38]1[CH:43]=[C:42]2[CH:44]=[CH:45][C:46]([OH:59])=[C:47]([C:48]3[C:57]4[C:52](=[CH:53][CH:54]=[CH:55][CH:56]=4)[CH:51]=[CH:50][C:49]=3[OH:58])[C:41]2=[CH:40][CH:39]=1.C1C=CC(P(C2C(OC3C(P(C4C=CC=CC=4)C4C=CC=CC=4)=CC=CC=3)=CC=CC=2)C2C=CC=CC=2)=CC=1.C([O-])([O-])=O.[Cs+].[Cs+], predict the reaction product. The product is: [C:24]1([C:18]2[C:19]3[CH:20]=[CH:21][C:22]([N:23]=3)=[C:2]([O:59][C:46]3[CH:45]=[CH:44][C:42]4[C:41](=[CH:40][CH:39]=[CH:38][CH:43]=4)[C:47]=3[C:48]3[C:49]([OH:58])=[CH:50][CH:51]=[C:52]4[C:57]=3[CH:56]=[CH:55][CH:54]=[CH:53]4)[C:3]3[NH:7][C:6]([C:8]([C:32]4[CH:37]=[CH:36][CH:35]=[CH:34][CH:33]=4)=[C:9]4[N:31]=[C:12]([CH:13]=[C:14]5[NH:30][C:17]=2[CH:16]=[CH:15]5)[CH:11]=[CH:10]4)=[CH:5][CH:4]=3)[CH:25]=[CH:26][CH:27]=[CH:28][CH:29]=1. (4) Given the reactants COCC[S](F)(F)([F:10])CCOC.O[C:14]([CH3:44])([CH3:43])[CH2:15][N:16]1[CH2:21][CH2:20][C:19]2([CH2:24][C:23]3([O:42][C:27]4=[CH:28][N:29]=[C:30]([C:32]5[CH:37]=[CH:36][C:35]([S:38]([CH3:41])(=[O:40])=[O:39])=[CH:34][CH:33]=5)[CH:31]=[C:26]4[CH2:25]3)[CH2:22]2)[CH2:18][CH2:17]1.O, predict the reaction product. The product is: [F:10][C:14]([CH3:44])([CH3:43])[CH2:15][N:16]1[CH2:21][CH2:20][C:19]2([CH2:24][C:23]3([O:42][C:27]4=[CH:28][N:29]=[C:30]([C:32]5[CH:37]=[CH:36][C:35]([S:38]([CH3:41])(=[O:40])=[O:39])=[CH:34][CH:33]=5)[CH:31]=[C:26]4[CH2:25]3)[CH2:22]2)[CH2:18][CH2:17]1.